From a dataset of Forward reaction prediction with 1.9M reactions from USPTO patents (1976-2016). Predict the product of the given reaction. (1) Given the reactants [C:1]([O:5][C:6]([N:8]([CH3:22])[C@@H:9]([C:13]([CH3:21])([C:15]1[CH:20]=[CH:19][CH:18]=[CH:17][CH:16]=1)[CH3:14])[C:10](O)=[O:11])=[O:7])([CH3:4])([CH3:3])[CH3:2].F[P-](F)(F)(F)(F)F.N1(O[P+](N2CCCC2)(N2CCCC2)N2CCCC2)C2C=CC=CC=2N=N1.C(N(C(C)C)CC)(C)C.[CH3:65][O:66][C:67]1[CH:95]=[CH:94][C:70]([CH2:71][S:72][C:73]([CH3:93])([CH3:92])[C@@H:74]([C:76]([N:78]([CH3:91])[C@H:79]([CH:88]([CH3:90])[CH3:89])/[CH:80]=[C:81](\[CH3:87])/[C:82]([O:84][CH2:85][CH3:86])=[O:83])=[O:77])[NH2:75])=[CH:69][CH:68]=1, predict the reaction product. The product is: [C:1]([O:5][C:6]([N:8]([CH3:22])[C@H:9]([C:10]([NH:75][C@H:74]([C:76]([N:78]([C@H:79]([CH:88]([CH3:90])[CH3:89])/[CH:80]=[C:81](\[CH3:87])/[C:82]([O:84][CH2:85][CH3:86])=[O:83])[CH3:91])=[O:77])[C:73]([S:72][CH2:71][C:70]1[CH:69]=[CH:68][C:67]([O:66][CH3:65])=[CH:95][CH:94]=1)([CH3:92])[CH3:93])=[O:11])[C:13]([CH3:21])([CH3:14])[C:15]1[CH:20]=[CH:19][CH:18]=[CH:17][CH:16]=1)=[O:7])([CH3:3])([CH3:2])[CH3:4]. (2) Given the reactants I[C:2]1[CH:9]=[CH:8][C:5]([C:6]#[N:7])=[CH:4][C:3]=1[O:10][CH3:11].[C:12]([O:16][CH3:17])(=[O:15])[CH:13]=[CH2:14].CC1C=CC=CC=1P(C1C=CC=CC=1C)C1C=CC=CC=1C.O, predict the reaction product. The product is: [C:6]([C:5]1[CH:8]=[CH:9][C:2](/[CH:14]=[CH:13]/[C:12]([O:16][CH3:17])=[O:15])=[C:3]([O:10][CH3:11])[CH:4]=1)#[N:7]. (3) Given the reactants [NH2:1][C:2]1[N:3]=[C:4]([C:17]2[CH:18]=[C:19]([O:23][CH2:24][C@H:25]([NH:28][C:29](=[O:35])[O:30][C:31]([CH3:34])([CH3:33])[CH3:32])[CH2:26][CH3:27])[CH:20]=[N:21][CH:22]=2)[CH:5]=[C:6]2[C:11]=1[CH:10]=[N:9][C:8]1[CH:12]=[CH:13][C:14](Br)=[CH:15][C:7]2=1.[N:36]1[C:45]2[C:40](=[CH:41][CH:42]=[CH:43][CH:44]=2)[CH:39]=[C:38](B(O)O)[CH:37]=1.C(=O)([O-])[O-].[K+].[K+].COCCOC, predict the reaction product. The product is: [NH2:1][C:2]1[N:3]=[C:4]([C:17]2[CH:18]=[C:19]([O:23][CH2:24][C@H:25]([NH:28][C:29](=[O:35])[O:30][C:31]([CH3:34])([CH3:33])[CH3:32])[CH2:26][CH3:27])[CH:20]=[N:21][CH:22]=2)[CH:5]=[C:6]2[C:11]=1[CH:10]=[N:9][C:8]1[CH:12]=[CH:13][C:14]([C:38]3[CH:37]=[N:36][C:45]4[C:40]([CH:39]=3)=[CH:41][CH:42]=[CH:43][CH:44]=4)=[CH:15][C:7]2=1. (4) Given the reactants [C:1]([C:3]1[CH:8]=[CH:7][C:6]([NH:9][CH2:10][C:11](O)=O)=[CH:5][CH:4]=1)#[N:2].[N:14]1[CH:19]=[CH:18][CH:17]=[CH:16][C:15]=1[N:20]([CH2:32][C:33]([O:35][CH2:36][CH3:37])=[O:34])[C:21](=[O:31])[C:22]1[CH:27]=[CH:26][C:25]([NH:28][CH3:29])=[C:24]([NH2:30])[CH:23]=1, predict the reaction product. The product is: [N:14]1[CH:19]=[CH:18][CH:17]=[CH:16][C:15]=1[N:20]([CH2:32][C:33]([O:35][CH2:36][CH3:37])=[O:34])[C:21]([C:22]1[CH:27]=[CH:26][C:25]2[N:28]([CH3:29])[C:11]([CH2:10][NH:9][C:6]3[CH:5]=[CH:4][C:3]([C:1]#[N:2])=[CH:8][CH:7]=3)=[N:30][C:24]=2[CH:23]=1)=[O:31]. (5) Given the reactants [CH3:1][O:2][C:3]1[CH:8]=[CH:7][CH:6]=[CH:5][C:4]=1[N:9]([CH3:22])[S:10]([C:13]1[CH:21]=[CH:20][C:16]([C:17](O)=[O:18])=[CH:15][CH:14]=1)(=[O:12])=[O:11].[N:23]1[CH:28]=[CH:27][CH:26]=[CH:25][C:24]=1[C:29]1[N:30]=[C:31]([NH2:34])[S:32][CH:33]=1, predict the reaction product. The product is: [CH3:1][O:2][C:3]1[CH:8]=[CH:7][CH:6]=[CH:5][C:4]=1[N:9]([CH3:22])[S:10]([C:13]1[CH:14]=[CH:15][C:16]([C:17]([NH:34][C:31]2[S:32][CH:33]=[C:29]([C:24]3[CH:25]=[CH:26][CH:27]=[CH:28][N:23]=3)[N:30]=2)=[O:18])=[CH:20][CH:21]=1)(=[O:11])=[O:12].